Task: Predict the reactants needed to synthesize the given product.. Dataset: Full USPTO retrosynthesis dataset with 1.9M reactions from patents (1976-2016) (1) Given the product [F:30][CH:29]([F:31])[C:25]1[NH:24][C:14]([C:18]2[CH:23]=[CH:22][CH:21]=[CH:20][CH:19]=2)=[C:15]([C:16]#[N:17])[CH:11]([C:8]2[CH:9]=[C:10]3[C:5](=[CH:6][CH:7]=2)[NH:4][N:3]=[C:2]3[CH3:1])[C:26]=1[C:27]#[N:28], predict the reactants needed to synthesize it. The reactants are: [CH3:1][C:2]1[C:10]2[C:5](=[CH:6][CH:7]=[C:8]([CH:11]=O)[CH:9]=2)[NH:4][N:3]=1.O=[C:14]([C:18]1[CH:23]=[CH:22][CH:21]=[CH:20][CH:19]=1)[CH2:15][C:16]#[N:17].[NH2:24][C:25]([CH:29]([F:31])[F:30])=[CH:26][C:27]#[N:28]. (2) Given the product [OH:8][C:5]1[CH:6]=[CH:7][C:2]([NH:1][C:27]([NH:26][C:22]2[CH:23]=[CH:24][CH:25]=[C:20]([C:19]([F:18])([F:29])[F:30])[CH:21]=2)=[O:28])=[C:3]([CH2:9][OH:10])[CH:4]=1, predict the reactants needed to synthesize it. The reactants are: [NH2:1][C:2]1[CH:7]=[CH:6][C:5]([OH:8])=[CH:4][C:3]=1[CH2:9][OH:10].C(N(CC)CC)C.[F:18][C:19]([F:30])([F:29])[C:20]1[CH:21]=[C:22]([N:26]=[C:27]=[O:28])[CH:23]=[CH:24][CH:25]=1. (3) Given the product [CH2:2]([S:43]([C:15]1[C:16]([C:21]([N:23]([CH3:37])[C:24]2[CH:29]=[CH:28][C:27]([C:30]([F:36])([F:35])[C:31]([F:32])([F:34])[F:33])=[CH:26][N:25]=2)=[O:22])=[N:17][CH:18]=[CH:19][CH:20]=1)(=[O:47])=[O:45])[CH3:3], predict the reactants needed to synthesize it. The reactants are: Cl[C:2]1C=CC=C(C(OO)=O)[CH:3]=1.C(S[C:15]1[C:16]([C:21]([N:23]([CH3:37])[C:24]2[CH:29]=[CH:28][C:27]([C:30]([F:36])([F:35])[C:31]([F:34])([F:33])[F:32])=[CH:26][N:25]=2)=[O:22])=[N:17][CH:18]=[CH:19][CH:20]=1)C.C(=O)(O)[O-].[Na+].[S:43]([O-:47])([O-])(=[O:45])=S.[Na+].[Na+]. (4) Given the product [N:1]1([C:4]2[CH:5]=[C:6]([CH:32]=[CH:33][CH:34]=2)[CH2:7][N:8]2[C:16]3[C:11](=[C:12]([F:18])[CH:13]=[C:14]([F:17])[CH:15]=3)[C:10]([S:19]([CH2:22][C:23]([NH:25][C:26]3[CH:31]=[CH:30][CH:29]=[CH:28][N:27]=3)=[O:24])(=[O:21])=[O:20])=[CH:9]2)[CH:40]=[CH:39][N:3]=[N:2]1, predict the reactants needed to synthesize it. The reactants are: [N:1]([C:4]1[CH:5]=[C:6]([CH:32]=[CH:33][CH:34]=1)[CH2:7][N:8]1[C:16]2[C:11](=[C:12]([F:18])[CH:13]=[C:14]([F:17])[CH:15]=2)[C:10]([S:19]([CH2:22][C:23]([NH:25][C:26]2[CH:31]=[CH:30][CH:29]=[CH:28][N:27]=2)=[O:24])(=[O:21])=[O:20])=[CH:9]1)=[N+:2]=[N-:3].C[Si]([C:39]#[CH:40])(C)C.O=C1O[C@H]([C@H](CO)O)C([O-])=C1O.[Na+]. (5) Given the product [CH2:26]([N:25]1[C:21]2=[N:20][C:16]([CH2:42][O:41][CH3:30])=[C:7]([C:6]([O:5][C:1]([CH3:2])([CH3:3])[CH3:4])=[O:19])[C:8]([C:9]3[CH:10]=[N:11][CH:12]=[C:13]([CH3:15])[CH:14]=3)=[C:22]2[CH:23]=[N:24]1)[CH3:27], predict the reactants needed to synthesize it. The reactants are: [C:1]([O:5][C:6](=[O:19])[C:7]([CH2:16]OC)=[CH:8][C:9]1[CH:10]=[N:11][CH:12]=[C:13]([CH3:15])[CH:14]=1)([CH3:4])([CH3:3])[CH3:2].[NH2:20][C:21]1[N:25]([CH2:26][CH3:27])[N:24]=[CH:23][CH:22]=1.ClC1[C:30](=[O:41])C(C#N)=C(C#N)C(=O)C=1Cl.[C:42]([O-])(O)=O.[Na+]. (6) The reactants are: [N+:1]([C:4]1[CH:9]=[CH:8][C:7]([N:10]2[CH2:15][CH2:14][CH2:13][CH2:12][CH2:11]2)=[CH:6][C:5]=1B1OC(C)(C)C(C)(C)O1)([O-:3])=[O:2].Br[C:26]1[CH:31]=[C:30]([C:32](=[O:41])[CH2:33][CH2:34][C:35]2[CH:40]=[CH:39][CH:38]=[CH:37][CH:36]=2)[CH:29]=[CH:28][N:27]=1.C1C=CC(P(C2C=CC=CC=2)C2C=CC=CC=2)=CC=1. Given the product [N+:1]([C:4]1[CH:9]=[CH:8][C:7]([N:10]2[CH2:11][CH2:12][CH2:13][CH2:14][CH2:15]2)=[CH:6][C:5]=1[C:28]1[CH:29]=[C:30]([C:32](=[O:41])[CH2:33][CH2:34][C:35]2[CH:36]=[CH:37][CH:38]=[CH:39][CH:40]=2)[CH:31]=[CH:26][N:27]=1)([O-:3])=[O:2], predict the reactants needed to synthesize it. (7) Given the product [CH3:30][S:31]([NH:1][C:2]1[CH:3]=[CH:4][CH:5]=[C:6]2[C:10]=1[NH:9][C:8]([C:11]([NH2:13])=[O:12])=[C:7]2[S:14]([N:17]1[CH2:18][CH2:19][O:20][CH2:21][CH2:22]1)(=[O:16])=[O:15])(=[O:33])=[O:32], predict the reactants needed to synthesize it. The reactants are: [NH2:1][C:2]1[CH:3]=[CH:4][CH:5]=[C:6]2[C:10]=1[NH:9][C:8]([C:11]([NH2:13])=[O:12])=[C:7]2[S:14]([N:17]1[CH2:22][CH2:21][O:20][CH2:19][CH2:18]1)(=[O:16])=[O:15].C(N(CC)CC)C.[CH3:30][S:31](O[S:31]([CH3:30])(=[O:33])=[O:32])(=[O:33])=[O:32].[OH-].[Na+]. (8) Given the product [CH:2]12[CH2:11][CH:6]3[CH2:7][CH:8]([CH2:10][CH:4]([CH2:5]3)[CH:3]1[NH:12][C:13](=[O:23])[CH2:14][N:15]1[CH2:20][CH2:19][CH2:18][N:17]([CH2:31][CH2:32][C:33]3[CH:38]=[CH:37][CH:36]=[CH:35][CH:34]=3)[S:16]1(=[O:22])=[O:21])[CH2:9]2, predict the reactants needed to synthesize it. The reactants are: Cl.[CH:2]12[CH2:11][CH:6]3[CH2:7][CH:8]([CH2:10][CH:4]([CH2:5]3)[CH:3]1[NH:12][C:13](=[O:23])[CH2:14][N:15]1[CH2:20][CH2:19][CH2:18][NH:17][S:16]1(=[O:22])=[O:21])[CH2:9]2.C([O-])([O-])=O.[K+].[K+].Br[CH2:31][CH2:32][C:33]1[CH:38]=[CH:37][CH:36]=[CH:35][CH:34]=1. (9) Given the product [CH:12]1[C:9]2[C:10](=[O:11])[C:4]3([CH2:1][CH:22]=[CH:21][CH2:20]3)[C:5]3[CH:19]=[CH:18][CH:17]=[CH:16][C:6]=3[CH2:7][C:8]=2[CH:15]=[CH:14][CH:13]=1, predict the reactants needed to synthesize it. The reactants are: [CH2:1]([C:4]1([CH2:20][CH:21]=[CH2:22])[C:10](=[O:11])[C:9]2[CH:12]=[CH:13][CH:14]=[CH:15][C:8]=2[CH2:7][C:6]2[CH:16]=[CH:17][CH:18]=[CH:19][C:5]1=2)C=C.C. (10) Given the product [OH:7][CH:4]1[CH2:5][CH2:6][N:1]([C:16]([O:18][CH:19]([CH3:21])[CH3:20])=[O:17])[CH2:2][CH2:3]1, predict the reactants needed to synthesize it. The reactants are: [NH:1]1[CH2:6][CH2:5][CH:4]([OH:7])[CH2:3][CH2:2]1.CCN(CC)CC.Cl[C:16]([O:18][CH:19]([CH3:21])[CH3:20])=[O:17].